Dataset: Forward reaction prediction with 1.9M reactions from USPTO patents (1976-2016). Task: Predict the product of the given reaction. (1) Given the reactants [CH:1]1([C:4]2[N:5]=[CH:6][C:7]([C:15]([OH:17])=O)=[N:8][C:9]=2[O:10][CH2:11][CH:12]2[CH2:14][CH2:13]2)[CH2:3][CH2:2]1.Cl.[NH2:19][C:20]([CH3:26])([CH3:25])[CH2:21][C:22]([NH2:24])=[O:23], predict the reaction product. The product is: [C:22]([CH2:21][C:20]([NH:19][C:15]([C:7]1[CH:6]=[N:5][C:4]([CH:1]2[CH2:2][CH2:3]2)=[C:9]([O:10][CH2:11][CH:12]2[CH2:13][CH2:14]2)[N:8]=1)=[O:17])([CH3:26])[CH3:25])(=[O:23])[NH2:24]. (2) The product is: [CH:12]([Si:11]([CH:15]([CH3:17])[CH3:16])([CH:18]([CH3:20])[CH3:19])[N:7]1[C:6]2[C:10](=[C:41]([C:47]([O:49][CH3:50])=[O:48])[C:42]([C:43]([O:45][CH3:46])=[O:44])=[C:2]3[CH2:3][CH2:4][CH2:5][C:1]3=2)[CH:9]=[CH:8]1)([CH3:13])[CH3:14]. Given the reactants [C:1]1([C:6]2[N:7]([Si:11]([CH:18]([CH3:20])[CH3:19])([CH:15]([CH3:17])[CH3:16])[CH:12]([CH3:14])[CH3:13])[CH:8]=[CH:9][CH:10]=2)[CH2:5][CH2:4][CH2:3][CH:2]=1.C1(C2C=CN([Si](C(C)C)(C(C)C)C(C)C)C=2)CCCC=1.[C:41]([C:47]([O:49][CH3:50])=[O:48])#[C:42][C:43]([O:45][CH3:46])=[O:44], predict the reaction product. (3) Given the reactants Cl[CH:2]([CH2:12][C:13]1[CH:14]=[C:15]2[C:20](=[CH:21][CH:22]=1)[N:19]=[CH:18][CH:17]=[CH:16]2)[CH:3]([N:5]1[C:9](=O)CCC1=O)O.[Br:23][C:24]1[CH:29]=[CH:28][C:27]([C:30]2[N:35]=[N:34]C(N)=[N:32][CH:31]=2)=[CH:26][C:25]=1[F:37], predict the reaction product. The product is: [Br:23][C:24]1[CH:29]=[CH:28][C:27]([C:30]2[CH:31]=[N:32][C:9]3[N:34]([C:2]([CH2:12][C:13]4[CH:14]=[C:15]5[C:20](=[CH:21][CH:22]=4)[N:19]=[CH:18][CH:17]=[CH:16]5)=[CH:3][N:5]=3)[N:35]=2)=[CH:26][C:25]=1[F:37]. (4) Given the reactants [C:1]([O:5][C@@H:6]([C:12]1[C:13]([CH3:34])=[N:14][C:15]([CH3:33])=[C:16]([C:26]2[CH:31]=[CH:30][C:29](O)=[CH:28][CH:27]=2)[C:17]=1[N:18]1[CH2:23][CH2:22][C:21]([CH3:25])([CH3:24])[CH2:20][CH2:19]1)[C:7]([O:9]CC)=[O:8])([CH3:4])([CH3:3])[CH3:2].[CH3:35][C:36]1[S:40][C:39]([CH2:41][CH2:42][OH:43])=[CH:38][CH:37]=1.C1C=CC(P(C2C=CC=CC=2)C2C=CC=CC=2)=CC=1.CC(OC(/N=N/C(OC(C)C)=O)=O)C.[OH-].[Na+], predict the reaction product. The product is: [C:1]([O:5][C@@H:6]([C:12]1[C:13]([CH3:34])=[N:14][C:15]([CH3:33])=[C:16]([C:26]2[CH:27]=[CH:28][C:29]([O:43][CH2:42][CH2:41][C:39]3[S:40][C:36]([CH3:35])=[CH:37][CH:38]=3)=[CH:30][CH:31]=2)[C:17]=1[N:18]1[CH2:19][CH2:20][C:21]([CH3:25])([CH3:24])[CH2:22][CH2:23]1)[C:7]([OH:9])=[O:8])([CH3:4])([CH3:2])[CH3:3]. (5) Given the reactants [OH:1][C:2]1[CH:3]=[C:4]2[C:9](=[CH:10][CH:11]=1)[CH:8]=[C:7]([C:12]1[CH:13]=[CH:14][C:15]([C:18]([O:20][CH3:21])=[O:19])=[N:16][CH:17]=1)[CH:6]=[CH:5]2.C(=O)([O-])[O-].[Cs+].[Cs+].Cl[CH2:29][C:30]1[C:31]([C:38]2[C:43]([Cl:44])=[CH:42][CH:41]=[CH:40][C:39]=2[Cl:45])=[N:32][O:33][C:34]=1[CH:35]([CH3:37])[CH3:36].C(OCC)(=O)C, predict the reaction product. The product is: [Cl:44][C:43]1[CH:42]=[CH:41][CH:40]=[C:39]([Cl:45])[C:38]=1[C:31]1[C:30]([CH2:29][O:1][C:2]2[CH:3]=[C:4]3[C:9](=[CH:10][CH:11]=2)[CH:8]=[C:7]([C:12]2[CH:13]=[CH:14][C:15]([C:18]([O:20][CH3:21])=[O:19])=[N:16][CH:17]=2)[CH:6]=[CH:5]3)=[C:34]([CH:35]([CH3:37])[CH3:36])[O:33][N:32]=1.